This data is from Reaction yield outcomes from USPTO patents with 853,638 reactions. The task is: Predict the reaction yield, written as a fraction of the theoretical maximum amount of product (1.0 means a 100% yield; for example, 0.34 means a 34% yield). (1) The reactants are [CH2:1]([O:3][C:4]([C:6]1[CH:10]=[C:9]([CH3:11])[N:8]([C:12]2[CH:20]=[CH:19][C:18]([N+:21]([O-:23])=[O:22])=[CH:17][C:13]=2[C:14]([OH:16])=O)[N:7]=1)=[O:5])[CH3:2].[CH2:24]1[C:33]2[C:28](=[CH:29][CH:30]=[CH:31][CH:32]=2)[CH2:27][C@@H:26]([CH2:34][OH:35])[NH:25]1.CCN=C=NCCCN(C)C.Cl.C1C=CC2N(O)N=NC=2C=1. The catalyst is CN(C=O)C.O. The product is [OH:35][CH2:34][C@@H:26]1[CH2:27][C:28]2[C:33](=[CH:32][CH:31]=[CH:30][CH:29]=2)[CH2:24][N:25]1[C:14]([C:13]1[CH:17]=[C:18]([N+:21]([O-:23])=[O:22])[CH:19]=[CH:20][C:12]=1[N:8]1[C:9]([CH3:11])=[CH:10][C:6]([C:4]([O:3][CH2:1][CH3:2])=[O:5])=[N:7]1)=[O:16]. The yield is 0.490. (2) The reactants are [Cl:1][C:2]1[CH:3]=[CH:4][C:5]([O:26][CH2:27][CH:28]([CH3:30])[CH3:29])=[C:6]([CH2:8][N:9]2[C:13]([CH3:14])=[CH:12][C:11]([C:15]([NH:17][C:18]3[CH:23]=[CH:22][C:21](C=O)=[CH:20][CH:19]=3)=[O:16])=[N:10]2)[CH:7]=1.[CH2:31]([CH2:33][NH2:34])[OH:32].[C:35](O[BH-](OC(=O)C)OC(=O)C)(=O)C.[Na+].C(O)(=O)C. The catalyst is O1CCCC1.[Cl-].[Na+].O.C(OCC)(=O)C. The product is [ClH:1].[Cl:1][C:2]1[CH:3]=[CH:4][C:5]([O:26][CH2:27][CH:28]([CH3:29])[CH3:30])=[C:6]([CH2:8][N:9]2[C:13]([CH3:14])=[CH:12][C:11]([C:15]([NH:17][C:18]3[CH:23]=[CH:22][C:21]([CH2:35][NH:34][CH2:33][CH2:31][OH:32])=[CH:20][CH:19]=3)=[O:16])=[N:10]2)[CH:7]=1. The yield is 0.410. (3) The reactants are [C:1]1([S:7]([N:10]2[CH:14]=[CH:13][C:12]([CH:15]=C)=[C:11]2[C:17]([O:19][CH3:20])=[O:18])(=[O:9])=[O:8])[CH:6]=[CH:5][CH:4]=[CH:3][CH:2]=1.C[N+]1([O-])CC[O:25]CC1.I([O-])(=O)(=O)=O.[Na+].C(=O)(O)[O-].[Na+]. The catalyst is O1CCCC1.[Os](=O)(=O)(=O)=O.O. The product is [CH:15]([C:12]1[CH:13]=[CH:14][N:10]([S:7]([C:1]2[CH:6]=[CH:5][CH:4]=[CH:3][CH:2]=2)(=[O:9])=[O:8])[C:11]=1[C:17]([O:19][CH3:20])=[O:18])=[O:25]. The yield is 0.880. (4) The reactants are COC(=O)[O:4][C:5]1[CH:10]=[C:9]([N+:11]([O-:13])=[O:12])[C:8]([C:14]([CH3:17])([CH3:16])[CH3:15])=[CH:7][C:6]=1[C:18]([CH3:21])([CH3:20])[CH3:19].COC(=O)OC1C([N+]([O-])=O)=CC(C(C)(C)C)=CC=1C(C)(C)C.[OH-].[K+].Cl. The catalyst is CO. The product is [C:18]([C:6]1[CH:7]=[C:8]([C:14]([CH3:16])([CH3:15])[CH3:17])[C:9]([N+:11]([O-:13])=[O:12])=[CH:10][C:5]=1[OH:4])([CH3:19])([CH3:20])[CH3:21]. The yield is 0.290. (5) The reactants are [Cl:1][C:2]1[CH:3]=[CH:4][C:5]([O:25][CH3:26])=[C:6]([C:8]2[C:12]([NH:13][C:14]([C:16]3[CH:17]=[N:18][N:19]4[CH:24]=[CH:23][CH:22]=[N:21][C:20]=34)=[O:15])=[CH:11][NH:10][N:9]=2)[CH:7]=1.Br[CH:28]([CH3:36])[C:29]([O:31][C:32]([CH3:35])([CH3:34])[CH3:33])=[O:30].C(=O)([O-])[O-].[Cs+].[Cs+]. The catalyst is CN(C)C=O. The product is [Cl:1][C:2]1[CH:3]=[CH:4][C:5]([O:25][CH3:26])=[C:6]([C:8]2[C:12]([NH:13][C:14]([C:16]3[CH:17]=[N:18][N:19]4[CH:24]=[CH:23][CH:22]=[N:21][C:20]=34)=[O:15])=[CH:11][N:10]([CH:28]([CH3:36])[C:29]([O:31][C:32]([CH3:35])([CH3:34])[CH3:33])=[O:30])[N:9]=2)[CH:7]=1. The yield is 0.700. (6) The catalyst is CCO. The product is [ClH:4].[CH2:1]([O:3][C:5](=[NH:6])[C:7]1[CH:15]=[CH:14][C:10]([C:11]([OH:13])=[O:12])=[CH:9][CH:8]=1)[CH3:2]. The yield is 0.650. The reactants are [C:1]([Cl:4])(=[O:3])[CH3:2].[C:5]([C:7]1[CH:15]=[CH:14][C:10]([C:11]([OH:13])=[O:12])=[CH:9][CH:8]=1)#[N:6]. (7) The reactants are [CH2:1]([O:8][C:9]1[C:10](=[O:18])[CH:11]=[C:12]([CH:15]([F:17])[F:16])O[CH:14]=1)[C:2]1[CH:7]=[CH:6][CH:5]=[CH:4][CH:3]=1.[CH2:19]([NH2:21])[CH3:20]. The catalyst is CO. The product is [CH2:1]([O:8][C:9]1[C:10](=[O:18])[CH:11]=[C:12]([CH:15]([F:16])[F:17])[N:21]([CH2:19][CH3:20])[CH:14]=1)[C:2]1[CH:3]=[CH:4][CH:5]=[CH:6][CH:7]=1. The yield is 0.520. (8) The reactants are C(O)(=O)C.C(OC(=O)C)(=O)C.Cl[C:13]([F:26])([C:22](Cl)([F:24])[F:23])[CH2:14][C:15]([F:21])([F:20])[S:16]([F:19])(=[O:18])=[O:17]. The catalyst is [Zn].CN(C=O)C. The product is [F:21][C:15]([F:20])([S:16]([F:19])(=[O:17])=[O:18])[CH2:14][C:13]([F:26])=[C:22]([F:24])[F:23]. The yield is 0.660. (9) The reactants are Cl[C:2]1[CH:7]=[C:6]([O:8][CH2:9][CH2:10][CH2:11][CH:12]2[CH2:17][CH2:16][N:15]([CH3:18])[CH2:14][CH2:13]2)[N:5]=[CH:4][C:3]=1[C:19]1[NH:23]C2C=CC(F)=C(C)C=2N=1.[CH3:30][O-:31].[Na+]. The catalyst is CO. The product is [CH3:30][O:31][C:2]1[C:3]([C:19]#[N:23])=[CH:4][N:5]=[C:6]([O:8][CH2:9][CH2:10][CH2:11][CH:12]2[CH2:17][CH2:16][N:15]([CH3:18])[CH2:14][CH2:13]2)[CH:7]=1. The yield is 1.00. (10) No catalyst specified. The product is [CH3:22][O:21][C:19](=[O:20])[C:24]1[CH:3]=[CH:4][C:5]([N:10]([CH3:12])[CH3:11])=[C:6]([C:7]#[N:8])[C:25]=1[O:26][CH2:27][CH3:28]. The reactants are BrC1[C:3](OCC)=[CH:4][C:5]([N:10]([CH3:12])[CH3:11])=[C:6](C=1)[C:7]#[N:8].C[O-].[Na+].[CH:19]([O:21][CH3:22])=[O:20].O1[CH2:28][CH2:27][O:26][CH2:25][CH2:24]1. The yield is 0.120.